This data is from Forward reaction prediction with 1.9M reactions from USPTO patents (1976-2016). The task is: Predict the product of the given reaction. (1) Given the reactants [N+:1]([C:4]1[CH:12]=[C:11]2[C:7]([CH:8]=[N:9][NH:10]2)=[CH:6][CH:5]=1)([O-:3])=[O:2].S(Cl)([Cl:16])(=O)=O, predict the reaction product. The product is: [Cl:16][C:8]1[C:7]2[C:11](=[CH:12][C:4]([N+:1]([O-:3])=[O:2])=[CH:5][CH:6]=2)[NH:10][N:9]=1. (2) Given the reactants Cl[C:2]1[N:7]=[C:6](Cl)[C:5]([F:9])=[CH:4][N:3]=1.[CH3:10][O:11][C:12]([CH:14]=[C:15]1[CH:21]=[CH:20][CH:19]=[C:17]([NH2:18])[CH2:16]1)=[O:13], predict the reaction product. The product is: [CH3:10][O:11][C:12]([CH:14]=[C:15]1[CH:21]=[CH:20][CH:19]=[C:17]([NH:18][C:2]2[N:7]=[C:6]([NH:18][C:17]3[CH2:16][C:15](=[CH:14][C:12]([O:11][CH3:10])=[O:13])[CH:21]=[CH:20][CH:19]=3)[C:5]([F:9])=[CH:4][N:3]=2)[CH2:16]1)=[O:13]. (3) Given the reactants [NH2:1][C:2]1[N:7]=[CH:6][C:5]([C:8]2[O:12][N:11]=[C:10]([CH2:13][C:14]3[CH:19]=[CH:18][C:17]([OH:20])=[CH:16][CH:15]=3)[CH:9]=2)=[CH:4][CH:3]=1.O1CCCC1.[OH-].[Na+].Cl[CH2:29][C:30]1[CH:35]=[CH:34][C:33]([F:36])=[CH:32][N:31]=1, predict the reaction product. The product is: [F:36][C:33]1[CH:34]=[CH:35][C:30]([CH2:29][O:20][C:17]2[CH:18]=[CH:19][C:14]([CH2:13][C:10]3[CH:9]=[C:8]([C:5]4[CH:4]=[CH:3][C:2]([NH2:1])=[N:7][CH:6]=4)[O:12][N:11]=3)=[CH:15][CH:16]=2)=[N:31][CH:32]=1. (4) Given the reactants [CH3:1][O:2][C:3]1[CH2:4][N:5]([C:14]([O:16][C:17]([CH3:20])([CH3:19])[CH3:18])=[O:15])[CH2:6][CH2:7][C:8]=1[C:9]([O:11][CH2:12][CH3:13])=[O:10], predict the reaction product. The product is: [CH3:1][O:2][C@@H:3]1[C@H:8]([C:9]([O:11][CH2:12][CH3:13])=[O:10])[CH2:7][CH2:6][N:5]([C:14]([O:16][C:17]([CH3:18])([CH3:20])[CH3:19])=[O:15])[CH2:4]1. (5) Given the reactants [Cl:1][C:2]1[C:11]2[C:6](=[CH:7][C:8]([Cl:15])=[C:9]([N+:12]([O-:14])=[O:13])[CH:10]=2)[N:5]=[CH:4][N:3]=1.[Cl:16][C:17]1[CH:23]=[CH:22][C:20]([NH2:21])=[C:19]([F:24])[CH:18]=1.Cl, predict the reaction product. The product is: [ClH:1].[Cl:15][C:8]1[CH:7]=[C:6]2[C:11]([C:2]([NH:21][C:20]3[CH:22]=[CH:23][C:17]([Cl:16])=[CH:18][C:19]=3[F:24])=[N:3][CH:4]=[N:5]2)=[CH:10][C:9]=1[N+:12]([O-:14])=[O:13]. (6) Given the reactants [Cl:1][C:2]1[CH:3]=[C:4](/[CH:25]=[CH:26]/[C:27](O)=[O:28])[CH:5]=[C:6]([CH3:24])[C:7]=1[O:8][C:9]1[CH:14]=[CH:13][C:12]([O:15][CH2:16][C:17]2[CH:22]=[CH:21][C:20]([CH3:23])=[CH:19][CH:18]=2)=[CH:11][N:10]=1.[CH3:30][N:31]([CH3:54])[C:32]1[CH:37]=[CH:36][C:35]([O:38][CH2:39][CH2:40][C:41]2[CH:46]=[CH:45][C:44]([CH2:47][N:48]3[CH2:53][CH2:52][NH:51][CH2:50][CH2:49]3)=[CH:43][CH:42]=2)=[CH:34][CH:33]=1.C1CCC(N=C=NC2CCCCC2)CC1, predict the reaction product. The product is: [Cl:1][C:2]1[CH:3]=[C:4](/[CH:25]=[CH:26]/[C:27]([N:51]2[CH2:50][CH2:49][N:48]([CH2:47][C:44]3[CH:45]=[CH:46][C:41]([CH2:40][CH2:39][O:38][C:35]4[CH:34]=[CH:33][C:32]([N:31]([CH3:30])[CH3:54])=[CH:37][CH:36]=4)=[CH:42][CH:43]=3)[CH2:53][CH2:52]2)=[O:28])[CH:5]=[C:6]([CH3:24])[C:7]=1[O:8][C:9]1[CH:14]=[CH:13][C:12]([O:15][CH2:16][C:17]2[CH:22]=[CH:21][C:20]([CH3:23])=[CH:19][CH:18]=2)=[CH:11][N:10]=1. (7) The product is: [C:11]([C:10]1[C:5]2[N:6]([C:2]([C:21]3[CH:20]=[C:19]([NH:32][C:33]([NH:35][CH2:36][C:37]([F:38])([F:39])[F:40])=[O:34])[CH:18]=[C:17]([O:16][CH:13]([CH3:15])[CH3:14])[CH:22]=3)=[CH:3][N:4]=2)[CH:7]=[CH:8][CH:9]=1)#[N:12]. Given the reactants I[C:2]1[N:6]2[CH:7]=[CH:8][CH:9]=[C:10]([C:11]#[N:12])[C:5]2=[N:4][CH:3]=1.[CH:13]([O:16][C:17]1[CH:18]=[C:19]([NH:32][C:33]([NH:35][CH2:36][C:37]([F:40])([F:39])[F:38])=[O:34])[CH:20]=[C:21](B2OC(C)(C)C(C)(C)O2)[CH:22]=1)([CH3:15])[CH3:14].C([O-])([O-])=O.[Na+].[Na+].CCOC(C)=O, predict the reaction product. (8) Given the reactants O[CH:2]([C:5]1[N:10]=[CH:9][C:8]([C:11]2[CH:18]=[CH:17][C:14]([C:15]#[N:16])=[CH:13][CH:12]=2)=[CH:7][CH:6]=1)[CH2:3][CH3:4].P(Br)(Br)[Br:20], predict the reaction product. The product is: [Br:20][CH:2]([C:5]1[N:10]=[CH:9][C:8]([C:11]2[CH:18]=[CH:17][C:14]([C:15]#[N:16])=[CH:13][CH:12]=2)=[CH:7][CH:6]=1)[CH2:3][CH3:4]. (9) Given the reactants [F:1][C:2]1[CH:17]=[CH:16][CH:15]=[CH:14][C:3]=1[CH2:4][C:5]1[C:13]2[C:8](=[N:9][CH:10]=[CH:11][CH:12]=2)[NH:7][N:6]=1.Cl[C:19]1[N:24]=[C:23]([NH2:25])[N:22]=[C:21]([NH2:26])[N:20]=1.C1(P(C2CCCCC2)C2C=CC=CC=2C2C(C(C)C)=CC(C(C)C)=CC=2C(C)C)CCCCC1.C(=O)([O-])[O-].[Cs+].[Cs+], predict the reaction product. The product is: [F:1][C:2]1[CH:17]=[CH:16][CH:15]=[CH:14][C:3]=1[CH2:4][C:5]1[C:13]2[C:8](=[N:9][CH:10]=[CH:11][CH:12]=2)[N:7]([C:19]2[N:24]=[C:23]([NH2:25])[N:22]=[C:21]([NH2:26])[N:20]=2)[N:6]=1. (10) Given the reactants [CH3:1][O:2][C:3](=[O:14])[C:4]1[CH:9]=[CH:8][C:7](F)=[C:6]([N+:11]([O-:13])=[O:12])[CH:5]=1.C(=O)([O-])[O-].[K+].[K+].[CH2:21]([CH:23]1[CH2:28][CH2:27][CH2:26][CH2:25][CH:24]1[NH2:29])[CH3:22].Cl, predict the reaction product. The product is: [CH3:1][O:2][C:3](=[O:14])[C:4]1[CH:9]=[CH:8][C:7]([NH:29][CH:24]2[CH2:25][CH2:26][CH2:27][CH2:28][CH:23]2[CH2:21][CH3:22])=[C:6]([N+:11]([O-:13])=[O:12])[CH:5]=1.